Dataset: Blood-brain barrier penetration binary classification data from Martins et al.. Task: Regression/Classification. Given a drug SMILES string, predict its absorption, distribution, metabolism, or excretion properties. Task type varies by dataset: regression for continuous measurements (e.g., permeability, clearance, half-life) or binary classification for categorical outcomes (e.g., BBB penetration, CYP inhibition). Dataset: bbb_martins. (1) The compound is CN(C(=O)CNC(=O)CN)c1ccc(Cl)cc1C(=O)c1ccccc1Cl.O. The result is 1 (penetrates BBB). (2) The compound is C=CC1=C(C(=O)O)N2C(=O)[C@@H](NC(=O)/C(=N\O)c3csc(N)n3)[C@H]2SC1. The result is 0 (does not penetrate BBB). (3) The compound is C=CCC1(CC(C)(C)C)C(=O)NC(=O)NC1=O. The result is 1 (penetrates BBB). (4) The drug is CCCCCC. The result is 1 (penetrates BBB).